Dataset: Forward reaction prediction with 1.9M reactions from USPTO patents (1976-2016). Task: Predict the product of the given reaction. (1) Given the reactants C([Li])(C)(C)C.[CH3:6][CH2:7][CH2:8][CH2:9][CH3:10].BrC1C=C[C:15]([O:18][CH3:19])=[N:16][CH:17]=1.C(I)C, predict the reaction product. The product is: [CH2:7]([C:8]1[CH:9]=[CH:10][C:15]([O:18][CH3:19])=[N:16][CH:17]=1)[CH3:6]. (2) Given the reactants [CH3:1][C:2]1[CH:7]=[C:6]([C:8](=[O:11])[CH2:9][CH3:10])[CH:5]=[CH:4][C:3]=1[C:12]1[CH:17]=[C:16]([N+:18]([O-])=O)[CH:15]=[CH:14][C:13]=1[CH3:21].N, predict the reaction product. The product is: [NH2:18][C:16]1[CH:15]=[CH:14][C:13]([CH3:21])=[C:12]([C:3]2[CH:4]=[CH:5][C:6]([C:8](=[O:11])[CH2:9][CH3:10])=[CH:7][C:2]=2[CH3:1])[CH:17]=1. (3) Given the reactants [CH3:1][O:2][CH2:3][CH2:4][C@H:5]([NH:14]C(=O)OC(C)(C)C)[C:6]([N:8]1[CH2:13][CH2:12][O:11][CH2:10][CH2:9]1)=[O:7].Cl.N[C@H]1CCN([C@H](C(N2CCOCC2)=O)C(C)C)C1=O, predict the reaction product. The product is: [CH3:1][O:2][CH2:3][CH2:4][C@H:5]([NH2:14])[C:6]([N:8]1[CH2:13][CH2:12][O:11][CH2:10][CH2:9]1)=[O:7]. (4) Given the reactants [NH2:1][C:2]1[C:3]([C:25]#[C:26][CH2:27][CH2:28][CH2:29][OH:30])=[N:4][CH:5]=[N:6][C:7]=1[NH:8][C:9]1[CH:14]=[CH:13][C:12]([O:15][CH2:16][C:17]2[CH:22]=[CH:21][CH:20]=[C:19]([F:23])[CH:18]=2)=[C:11]([Cl:24])[CH:10]=1, predict the reaction product. The product is: [Cl:24][C:11]1[CH:10]=[C:9]([NH:8][C:7]2[C:2]3[NH:1][C:26]([CH2:27][CH2:28][CH2:29][OH:30])=[CH:25][C:3]=3[N:4]=[CH:5][N:6]=2)[CH:14]=[CH:13][C:12]=1[O:15][CH2:16][C:17]1[CH:22]=[CH:21][CH:20]=[C:19]([F:23])[CH:18]=1.